This data is from Peptide-MHC class II binding affinity with 134,281 pairs from IEDB. The task is: Regression. Given a peptide amino acid sequence and an MHC pseudo amino acid sequence, predict their binding affinity value. This is MHC class II binding data. (1) The peptide sequence is YAFKVAATAANAAPAN. The MHC is HLA-DPA10103-DPB10401 with pseudo-sequence HLA-DPA10103-DPB10401. The binding affinity (normalized) is 0.0225. (2) The peptide sequence is SGAGWSGMAEATSLD. The MHC is HLA-DQA10101-DQB10501 with pseudo-sequence HLA-DQA10101-DQB10501. The binding affinity (normalized) is 0.105. (3) The peptide sequence is PTSLLISWGHYPLHL. The MHC is HLA-DQA10102-DQB10602 with pseudo-sequence HLA-DQA10102-DQB10602. The binding affinity (normalized) is 0.271. (4) The peptide sequence is GELQNVDKIDAAFKI. The MHC is DRB4_0101 with pseudo-sequence DRB4_0103. The binding affinity (normalized) is 0.586. (5) The peptide sequence is GARILTSESQLTITK. The MHC is DRB5_0101 with pseudo-sequence DRB5_0101. The binding affinity (normalized) is 0.170. (6) The peptide sequence is DASFKESFAIHLDYT. The MHC is DRB1_1302 with pseudo-sequence DRB1_1302. The binding affinity (normalized) is 0.604. (7) The peptide sequence is EEDIEIIPIQEEEY. The MHC is H-2-IAs with pseudo-sequence H-2-IAs. The binding affinity (normalized) is 0.